This data is from Forward reaction prediction with 1.9M reactions from USPTO patents (1976-2016). The task is: Predict the product of the given reaction. (1) Given the reactants [O:1]=[C:2]1[NH:6][C:5]([C:10]2[CH:15]=[CH:14][C:13]([O:16][CH3:17])=[CH:12][CH:11]=2)([CH2:7][C:8]#[CH:9])[C:4](=[O:18])[N:3]1[C:19]1[CH:26]=[CH:25][C:22]([C:23]#[N:24])=[C:21]([C:27]([F:30])([F:29])[F:28])[CH:20]=1.[CH3:31]N(C=O)C, predict the reaction product. The product is: [O:1]=[C:2]1[N:6]([CH3:31])[C:5]([C:10]2[CH:11]=[CH:12][C:13]([O:16][CH3:17])=[CH:14][CH:15]=2)([CH2:7][C:8]#[CH:9])[C:4](=[O:18])[N:3]1[C:19]1[CH:26]=[CH:25][C:22]([C:23]#[N:24])=[C:21]([C:27]([F:30])([F:28])[F:29])[CH:20]=1. (2) Given the reactants Cl.[CH3:2][O:3][C:4](=[O:11])[C@@H:5]([NH2:10])[CH2:6][CH:7]([CH3:9])[CH3:8].C[O:13][C:14](=O)[C:15]1[CH:20]=[CH:19][CH:18]=[C:17]([C:21]([F:24])([F:23])[F:22])[C:16]=1[CH2:25]Br.C(N(CC)CC)C, predict the reaction product. The product is: [CH3:2][O:3][C:4](=[O:11])[C@@H:5]([N:10]1[CH2:25][C:16]2[C:15](=[CH:20][CH:19]=[CH:18][C:17]=2[C:21]([F:24])([F:22])[F:23])[C:14]1=[O:13])[CH2:6][CH:7]([CH3:9])[CH3:8]. (3) Given the reactants [C:1]([O:5][C:6]([N:8]1[CH2:13][CH:12]=[C:11](B2OC(C)(C)C(C)(C)O2)[CH2:10][CH2:9]1)=[O:7])([CH3:4])([CH3:3])[CH3:2].C(OC(N1CCC(=O)CC1)=O)(C)(C)C.C([O-])([O-])=O.[K+].[K+].[C:43]1([S:49]([N:52]2[C:56]3=[N:57][CH:58]=[CH:59][C:60](Cl)=[C:55]3[CH:54]=[CH:53]2)(=[O:51])=[O:50])[CH:48]=[CH:47][CH:46]=[CH:45][CH:44]=1, predict the reaction product. The product is: [C:1]([O:5][C:6]([N:8]1[CH2:13][CH:12]=[C:11]([C:60]2[CH:59]=[CH:58][N:57]=[C:56]3[N:52]([S:49]([C:43]4[CH:44]=[CH:45][CH:46]=[CH:47][CH:48]=4)(=[O:50])=[O:51])[CH:53]=[CH:54][C:55]=23)[CH2:10][CH2:9]1)=[O:7])([CH3:2])([CH3:3])[CH3:4]. (4) Given the reactants [H-].C([Al+]CC(C)C)C(C)C.C[O:12][C:13]([C@@H:15]1[CH:19]=[CH:18][CH2:17][N:16]1[C:20]([O:22][CH2:23][C:24]1[CH:29]=[CH:28][CH:27]=[CH:26][CH:25]=1)=[O:21])=O.C(C(C(C([O-])=O)O)O)([O-])=O.[Na+].[K+].S([O-])([O-])(=O)=O.[Mg+2], predict the reaction product. The product is: [CH2:23]([O:22][C:20]([N:16]1[CH2:17][CH:18]=[CH:19][C@H:15]1[CH2:13][OH:12])=[O:21])[C:24]1[CH:29]=[CH:28][CH:27]=[CH:26][CH:25]=1. (5) The product is: [C:6]([O-:19])(=[O:18])[CH2:7][CH2:8][CH2:9][CH2:10][CH2:11][CH2:12][CH2:13][CH2:14][CH2:15][CH2:16][CH3:17].[Na+:5]. Given the reactants C(O)C.[OH-].[Na+:5].[C:6]([OH:19])(=[O:18])[CH2:7][CH2:8][CH2:9][CH2:10][CH2:11][CH2:12][CH2:13][CH2:14][CH2:15][CH2:16][CH3:17], predict the reaction product.